This data is from Full USPTO retrosynthesis dataset with 1.9M reactions from patents (1976-2016). The task is: Predict the reactants needed to synthesize the given product. (1) Given the product [CH:18]1([NH:21][C:22](=[O:23])[C:24]2[CH:29]=[C:28]([C:2]3[C:16]([F:17])=[CH:15][C:5]4[C:6]([C:9]5[CH:14]=[CH:13][N:12]=[CH:11][CH:10]=5)=[N:7][O:8][C:4]=4[CH:3]=3)[C:27]([CH3:33])=[C:26]([F:34])[CH:25]=2)[CH2:19][CH2:20]1, predict the reactants needed to synthesize it. The reactants are: Br[C:2]1[C:16]([F:17])=[CH:15][C:5]2[C:6]([C:9]3[CH:14]=[CH:13][N:12]=[CH:11][CH:10]=3)=[N:7][O:8][C:4]=2[CH:3]=1.[CH:18]1([NH:21][C:22]([C:24]2[CH:25]=[C:26]([F:34])[C:27]([CH3:33])=[C:28](B(O)O)[CH:29]=2)=[O:23])[CH2:20][CH2:19]1.C(=O)([O-])O.[Na+]. (2) The reactants are: [CH2:1]([N:8]([CH2:20][C:21]1[CH:26]=[CH:25][CH:24]=[CH:23][CH:22]=1)[C:9]1([C:12]2[CH:17]=[CH:16][C:15]([C:18]#[CH:19])=[CH:14][CH:13]=2)[CH2:11][CH2:10]1)[C:2]1[CH:7]=[CH:6][CH:5]=[CH:4][CH:3]=1.[CH2:27]([O:29][C:30](=[O:38])[C:31]1[CH:36]=[CH:35][C:34](I)=[CH:33][CH:32]=1)[CH3:28]. Given the product [CH2:20]([N:8]([CH2:1][C:2]1[CH:3]=[CH:4][CH:5]=[CH:6][CH:7]=1)[C:9]1([C:12]2[CH:13]=[CH:14][C:15]([C:18]#[C:19][C:34]3[CH:35]=[CH:36][C:31]([C:30]([O:29][CH2:27][CH3:28])=[O:38])=[CH:32][CH:33]=3)=[CH:16][CH:17]=2)[CH2:11][CH2:10]1)[C:21]1[CH:26]=[CH:25][CH:24]=[CH:23][CH:22]=1, predict the reactants needed to synthesize it. (3) Given the product [Cl:38][C:35]1[CH:36]=[CH:37][C:32]([CH:8]([C:5]2[CH:4]=[CH:3][C:2]([Cl:1])=[CH:7][CH:6]=2)[C:9]2[CH:10]=[C:11]3[C:16](=[CH:17][CH:18]=2)[N:15]=[N:14][CH:13]=[C:12]3[NH:19][CH2:20][CH2:21][C:22]2[CH:23]=[C:24]([CH:29]=[CH:30][CH:31]=2)[C:25]([OH:27])=[O:26])=[CH:33][CH:34]=1, predict the reactants needed to synthesize it. The reactants are: [Cl:1][C:2]1[CH:7]=[CH:6][C:5]([CH:8]([C:32]2[CH:37]=[CH:36][C:35]([Cl:38])=[CH:34][CH:33]=2)[C:9]2[CH:10]=[C:11]3[C:16](=[CH:17][CH:18]=2)[N:15]=[N:14][CH:13]=[C:12]3[NH:19][CH2:20][CH2:21][C:22]2[CH:23]=[C:24]([CH:29]=[CH:30][CH:31]=2)[C:25]([O:27]C)=[O:26])=[CH:4][CH:3]=1.[OH-].[Na+]. (4) Given the product [Si:21]([O:20][CH2:19][C@@H:18]([N:8]1[C:9]2[C:4](=[CH:3][C:2]([NH:43][CH2:42][C:41]3[CH:44]=[CH:45][C:38]([F:37])=[CH:39][CH:40]=3)=[C:11]([N:12]3[CH2:17][CH2:16][O:15][CH2:14][CH2:13]3)[N:10]=2)[C:5](=[O:36])[C:6]([C:31]([O:33][CH2:34][CH3:35])=[O:32])=[CH:7]1)[CH:28]([CH3:30])[CH3:29])([C:24]([CH3:27])([CH3:26])[CH3:25])([CH3:23])[CH3:22], predict the reactants needed to synthesize it. The reactants are: Br[C:2]1[CH:3]=[C:4]2[C:9](=[N:10][C:11]=1[N:12]1[CH2:17][CH2:16][O:15][CH2:14][CH2:13]1)[N:8]([C@@H:18]([CH:28]([CH3:30])[CH3:29])[CH2:19][O:20][Si:21]([C:24]([CH3:27])([CH3:26])[CH3:25])([CH3:23])[CH3:22])[CH:7]=[C:6]([C:31]([O:33][CH2:34][CH3:35])=[O:32])[C:5]2=[O:36].[F:37][C:38]1[CH:45]=[CH:44][C:41]([CH2:42][NH2:43])=[CH:40][CH:39]=1.C(=O)([O-])[O-].[Cs+].[Cs+].C1C=CC(P(C2C(C3C(P(C4C=CC=CC=4)C4C=CC=CC=4)=CC=C4C=3C=CC=C4)=C3C(C=CC=C3)=CC=2)C2C=CC=CC=2)=CC=1. (5) Given the product [CH2:1]([O:3][C:4](=[O:23])[CH2:5][C:6]1[C:14]2[C:9](=[CH:10][CH:11]=[C:12]([CH2:15][Br:36])[CH:13]=2)[N:8]([C:16](=[O:18])[CH3:17])[C:7]=1[C:19]([F:20])([F:21])[F:22])[CH3:2], predict the reactants needed to synthesize it. The reactants are: [CH2:1]([O:3][C:4](=[O:23])[CH2:5][C:6]1[C:14]2[C:9](=[CH:10][CH:11]=[C:12]([CH3:15])[CH:13]=2)[N:8]([C:16](=[O:18])[CH3:17])[C:7]=1[C:19]([F:22])([F:21])[F:20])[CH3:2].CC(N=NC(C#N)(C)C)(C#N)C.[Br:36]N1C(=O)CCC1=O. (6) Given the product [CH3:13][O:11][C:10](=[O:12])[C@H:2]([CH2:3][CH2:4][C:5]([NH:7][CH2:8][CH3:9])=[O:6])[NH2:1], predict the reactants needed to synthesize it. The reactants are: [NH2:1][C@H:2]([C:10]([OH:12])=[O:11])[CH2:3][CH2:4][C:5]([NH:7][CH2:8][CH3:9])=[O:6].[CH3:13]O. (7) Given the product [OH:1][C@@H:2]1[CH2:3][NH:4][CH2:5][C@H:6]1[NH:7][C:8](=[O:9])[O:10][C@@H:11]([CH3:16])[C:12]([F:13])([F:14])[F:15], predict the reactants needed to synthesize it. The reactants are: [OH:1][C@H:2]1[C@H:6]([NH:7][C:8]([O:10][C@@H:11]([CH3:16])[C:12]([F:15])([F:14])[F:13])=[O:9])[CH2:5][N:4](C(OC(C)(C)C)=O)[CH2:3]1.C(O)(C(F)(F)F)=O.C([O-])(O)=O.[Na+]. (8) Given the product [CH3:18][N:19]1[CH2:24][CH2:23][N:22]([CH2:2][CH2:3][C:4]2[CH:5]=[CH:6][C:7]3[N:8]([C:10]([C:13]([O:15][CH3:16])=[O:14])=[CH:11][N:12]=3)[CH:9]=2)[CH2:21][CH2:20]1, predict the reactants needed to synthesize it. The reactants are: O=[CH:2][CH2:3][C:4]1[CH:5]=[CH:6][C:7]2[N:8]([C:10]([C:13]([O:15][CH2:16]C)=[O:14])=[CH:11][N:12]=2)[CH:9]=1.[CH3:18][N:19]1[CH2:24][CH2:23][NH:22][CH2:21][CH2:20]1.C(O[BH-](OC(=O)C)OC(=O)C)(=O)C.[Na+].